From a dataset of Full USPTO retrosynthesis dataset with 1.9M reactions from patents (1976-2016). Predict the reactants needed to synthesize the given product. (1) Given the product [OH:25][C:26]1[CH:27]=[CH:28][C:29]([C:32]([C:7]2[CH:24]=[CH:23][C:10]([O:11][CH2:12][CH2:13][N:14]([CH3:22])[C:15](=[O:21])[O:16][C:17]([CH3:20])([CH3:19])[CH3:18])=[CH:9][CH:8]=2)=[O:33])=[N:30][CH:31]=1, predict the reactants needed to synthesize it. The reactants are: II.C(Br)C.Br[C:7]1[CH:24]=[CH:23][C:10]([O:11][CH2:12][CH2:13][N:14]([CH3:22])[C:15](=[O:21])[O:16][C:17]([CH3:20])([CH3:19])[CH3:18])=[CH:9][CH:8]=1.[OH:25][C:26]1[CH:27]=[CH:28][C:29]([C:32](N(OC)C)=[O:33])=[N:30][CH:31]=1. (2) Given the product [N:25]1([C:30]2[CH:36]=[CH:35][C:33]([NH:34][C:13]([CH:14]3[C:15]4[C:16](=[CH:20][CH:21]=[CH:22][CH:23]=4)[C:17](=[O:19])[N:12]([CH2:11][CH2:10][O:9][CH3:8])[CH:6]3[C:2]3[S:1][CH:5]=[CH:4][CH:3]=3)=[O:24])=[CH:32][CH:31]=2)[CH:26]=[CH:27][CH:28]=[CH:29]1, predict the reactants needed to synthesize it. The reactants are: [S:1]1[CH:5]=[CH:4][CH:3]=[C:2]1[CH:6]=O.[CH3:8][O:9][CH2:10][CH2:11][NH2:12].[C:13]1(=[O:24])[O:19][C:17](=O)[C:16]2=[CH:20][CH:21]=[CH:22][CH:23]=[C:15]2[CH2:14]1.[N:25]1([C:30]2[CH:36]=[CH:35][C:33]([NH2:34])=[CH:32][CH:31]=2)[CH:29]=[CH:28][CH:27]=[CH:26]1. (3) Given the product [Cl:1][C:2]1[N:3]=[C:4]([N:13]2[CH2:18][CH2:17][O:16][CH2:15][CH2:14]2)[C:5]2[S:10][C:9]([CH2:11][NH:19][CH3:20])=[N:8][C:6]=2[N:7]=1, predict the reactants needed to synthesize it. The reactants are: [Cl:1][C:2]1[N:3]=[C:4]([N:13]2[CH2:18][CH2:17][O:16][CH2:15][CH2:14]2)[C:5]2[S:10][C:9]([CH:11]=O)=[N:8][C:6]=2[N:7]=1.[NH2:19][CH3:20].CO.[BH4-].[Na+]. (4) Given the product [CH:1]([C:4]1[C:12]2[C:7](=[N:8][CH:9]=[CH:10][C:11]=2[C:13]2[CH:14]=[N:15][C:16]3[C:21]([CH:22]=2)=[CH:20][CH:19]=[CH:18][CH:17]=3)[N:6]([C:23]2[CH:30]=[CH:29][C:26]([C:27]([NH2:28])=[O:71])=[C:25]([NH:31][CH2:32][CH2:33][N:34]3[CH2:35][CH2:36][O:37][CH2:38][CH2:39]3)[CH:24]=2)[N:5]=1)([CH3:3])[CH3:2], predict the reactants needed to synthesize it. The reactants are: [CH:1]([C:4]1[C:12]2[C:7](=[N:8][CH:9]=[CH:10][C:11]=2[C:13]2[CH:14]=[N:15][C:16]3[C:21]([CH:22]=2)=[CH:20][CH:19]=[CH:18][CH:17]=3)[N:6]([C:23]2[CH:30]=[CH:29][C:26]([C:27]#[N:28])=[C:25]([NH:31][CH2:32][CH2:33][N:34]3[CH2:39][CH2:38][O:37][CH2:36][CH2:35]3)[CH:24]=2)[N:5]=1)([CH3:3])[CH3:2].BrC1C=C(N2C3=NC=CC(C4C=NC5C(C=4)=CC=CC=5)=C3C(C(C)C)=N2)C=CC=1C#N.[O:71]1CCN(CCN)CC1. (5) Given the product [CH3:1][N:2]1[C:6]2=[CH:7][CH:8]=[C:9]3[C:14]([NH:13][C:12](=[O:22])[NH:11][C:10]3=[O:18])=[C:5]2[CH:4]=[CH:3]1, predict the reactants needed to synthesize it. The reactants are: [CH3:1][N:2]1[C:6]2=[CH:7][CH:8]=[C:9]3[C:14]([N:13]=[C:12](SCC)[NH:11][C:10]3=[O:18])=[C:5]2[CH:4]=[CH:3]1.Cl.CC[OH:22]. (6) Given the product [NH2:21][C:22]1[CH:23]=[C:24]([C:25]2[N:26]=[C:5]([CH2:4][CH2:3][C:2](=[O:1])[CH3:8])[O:7][N:28]=2)[CH:29]=[CH:30][C:31]=1[CH3:32], predict the reactants needed to synthesize it. The reactants are: [O:1]=[C:2]([CH3:8])[CH2:3][CH2:4][C:5]([OH:7])=O.C1N=CN(C(N2C=NC=C2)=O)C=1.[NH2:21][C:22]1[CH:23]=[C:24]([CH:29]=[CH:30][C:31]=1[CH3:32])[C:25](=[NH:28])[NH:26]O.O. (7) Given the product [OH:26][CH:17]([C:14]1[CH:13]=[CH:12][C:11]([NH:10][C:8](=[O:9])[C:7]2[CH:27]=[CH:28][C:4]([CH3:3])=[N:5][C:6]=2[N:29]2[CH2:30][CH2:31][CH:32]([CH3:35])[CH2:33][CH2:34]2)=[CH:16][CH:15]=1)[CH2:18][CH2:19][C:20]1[CH:25]=[CH:24][CH:23]=[CH:22][N:21]=1, predict the reactants needed to synthesize it. The reactants are: [B-].[Na+].[CH3:3][C:4]1[CH:28]=[CH:27][C:7]([C:8]([NH:10][C:11]2[CH:16]=[CH:15][C:14]([C:17](=[O:26])[CH2:18][CH2:19][C:20]3[CH:25]=[CH:24][CH:23]=[CH:22][N:21]=3)=[CH:13][CH:12]=2)=[O:9])=[C:6]([N:29]2[CH2:34][CH2:33][CH:32]([CH3:35])[CH2:31][CH2:30]2)[N:5]=1.